Predict the product of the given reaction. From a dataset of Forward reaction prediction with 1.9M reactions from USPTO patents (1976-2016). (1) Given the reactants C([N:4]1[C:12]2[C:7](=[CH:8][C:9]([C:13]3[NH:14][C:15]4[N:16]([N:20]=[C:21]([CH3:23])[N:22]=4)[C:17](=[O:19])[CH:18]=3)=[CH:10][CH:11]=2)[CH:6]=[N:5]1)(=O)C.C(=O)([O-])[O-].[K+].[K+], predict the reaction product. The product is: [NH:4]1[C:12]2[C:7](=[CH:8][C:9]([C:13]3[NH:14][C:15]4[N:16]([N:20]=[C:21]([CH3:23])[N:22]=4)[C:17](=[O:19])[CH:18]=3)=[CH:10][CH:11]=2)[CH:6]=[N:5]1. (2) Given the reactants Br[CH2:2][C:3]1[C:8]([O:9][CH2:10][CH3:11])=[CH:7][CH:6]=[CH:5][C:4]=1[N:12]1[C:16](=[O:17])[N:15]([CH3:18])[N:14]=[N:13]1.[CH3:19][O:20][C:21]1[CH:26]=[CH:25][C:24]([N:27]2[CH:31]=[CH:30][C:29]([OH:32])=[N:28]2)=[CH:23][CH:22]=1.C(=O)([O-])[O-].[K+].[K+].C(#N)C, predict the reaction product. The product is: [CH3:19][O:20][C:21]1[CH:22]=[CH:23][C:24]([N:27]2[CH:31]=[CH:30][C:29]([O:32][CH2:2][C:3]3[C:8]([O:9][CH2:10][CH3:11])=[CH:7][CH:6]=[CH:5][C:4]=3[N:12]3[C:16](=[O:17])[N:15]([CH3:18])[N:14]=[N:13]3)=[N:28]2)=[CH:25][CH:26]=1. (3) The product is: [Cl:1][C:2]1[CH:7]=[CH:6][CH:5]=[CH:4][C:3]=1[CH2:8][CH2:9][N:10]1[C:15](=[O:16])[C:14]([CH2:17][OH:18])=[CH:13][C:12]([C:21]2[CH:26]=[CH:25][C:24]([F:27])=[C:23]([CH3:28])[CH:22]=2)=[N:11]1. Given the reactants [Cl:1][C:2]1[CH:7]=[CH:6][CH:5]=[CH:4][C:3]=1[CH2:8][CH2:9][N:10]1[C:15](=[O:16])[C:14]([C:17](OC)=[O:18])=[CH:13][C:12]([C:21]2[CH:26]=[CH:25][C:24]([F:27])=[C:23]([CH3:28])[CH:22]=2)=[N:11]1.O.O.O.O.O.O.[Cl-].[Ce+3].[Cl-].[Cl-].[BH4-].[Na+].[Cl-].[NH4+], predict the reaction product. (4) Given the reactants Br[C:2]1[CH:11]=[C:10]2[C:5]([CH2:6][CH2:7][N:8]([S:12]([CH3:15])(=[O:14])=[O:13])[CH2:9]2)=[CH:4][CH:3]=1.[F:16][C:17]1[CH:22]=[CH:21][C:20](B(O)O)=[CH:19][CH:18]=1.C(=O)([O-])[O-].[K+].[K+].C1(P(C2C=CC=CC=2)C2C=CC=CC=2)C=CC=CC=1, predict the reaction product. The product is: [F:16][C:17]1[CH:22]=[CH:21][C:20]([C:2]2[CH:11]=[C:10]3[C:5]([CH2:6][CH2:7][N:8]([S:12]([CH3:15])(=[O:14])=[O:13])[CH2:9]3)=[CH:4][CH:3]=2)=[CH:19][CH:18]=1. (5) Given the reactants C(N)CCC.NO.Cl.[CH:9]#[C:10][C@H:11]([OH:21])[CH2:12][CH2:13][CH2:14][CH2:15][CH2:16][CH2:17][CH2:18][CH2:19][CH3:20].Br[C:23]#[C:24][C@@H:25]([OH:28])[CH:26]=[CH2:27], predict the reaction product. The product is: [CH2:27]=[CH:26][C@H:25]([OH:28])[C:24]#[C:23][C:9]#[C:10][C@H:11]([OH:21])[CH2:12][CH2:13][CH2:14][CH2:15][CH2:16][CH2:17][CH2:18][CH2:19][CH3:20]. (6) Given the reactants [O:1]=[C:2]1[NH:11][C:10]2[N:9]=[CH:8][CH:7]=[C:6]([O:12][C:13]3[CH:14]=[CH:15][C:16]4[O:20][C@@H:19]5[C@@H:21]([C:22]([O:24]CC)=[O:23])[C@@H:18]5[C:17]=4[CH:27]=3)[C:5]=2[CH2:4][CH2:3]1.[OH-].[Na+], predict the reaction product. The product is: [O:1]=[C:2]1[NH:11][C:10]2[N:9]=[CH:8][CH:7]=[C:6]([O:12][C:13]3[CH:14]=[CH:15][C:16]4[O:20][C@@H:19]5[C@@H:21]([C:22]([OH:24])=[O:23])[C@@H:18]5[C:17]=4[CH:27]=3)[C:5]=2[CH2:4][CH2:3]1. (7) Given the reactants [Cl:1][C:2]1[CH:7]=[C:6]([N+:8]([O-])=O)[CH:5]=[CH:4][C:3]=1[C:11]([CH3:26])([CH3:25])[CH2:12][NH:13][C:14]([C:16]1[C:24]2[C:19](=[CH:20][CH:21]=[CH:22][CH:23]=2)[NH:18][N:17]=1)=[O:15], predict the reaction product. The product is: [NH2:8][C:6]1[CH:5]=[CH:4][C:3]([C:11]([CH3:25])([CH3:26])[CH2:12][NH:13][C:14]([C:16]2[C:24]3[C:19](=[CH:20][CH:21]=[CH:22][CH:23]=3)[NH:18][N:17]=2)=[O:15])=[C:2]([Cl:1])[CH:7]=1.